This data is from Reaction yield outcomes from USPTO patents with 853,638 reactions. The task is: Predict the reaction yield, written as a fraction of the theoretical maximum amount of product (1.0 means a 100% yield; for example, 0.34 means a 34% yield). (1) The reactants are [Cl:1][C:2]1[CH:7]=[C:6](Cl)[C:5]([N+:9]([O-:11])=[O:10])=[CH:4][N:3]=1.C(N(CC)CC)C.[O:19]1[CH2:24][CH2:23][CH2:22][CH2:21][CH:20]1[N:25]1[C:33]2[C:28](=[C:29]([CH2:34][NH2:35])[CH:30]=[CH:31][CH:32]=2)[CH:27]=[N:26]1. The yield is 0.990. The catalyst is O1CCCC1. The product is [Cl:1][C:2]1[CH:7]=[C:6]([NH:35][CH2:34][C:29]2[CH:30]=[CH:31][CH:32]=[C:33]3[C:28]=2[CH:27]=[N:26][N:25]3[CH:20]2[CH2:21][CH2:22][CH2:23][CH2:24][O:19]2)[C:5]([N+:9]([O-:11])=[O:10])=[CH:4][N:3]=1. (2) The reactants are [F:1][C:2]1[CH:3]=[C:4]([CH:22]=[C:23]([F:25])[CH:24]=1)[CH2:5][C@H:6]1[CH2:11][C@@H:10]([C:12]2[O:16][NH:15][C:14](=[O:17])[CH:13]=2)[CH2:9][CH2:8][N:7]1C(OC)=O.Br. No catalyst specified. The product is [F:25][C:23]1[CH:22]=[C:4]([CH:3]=[C:2]([F:1])[CH:24]=1)[CH2:5][C@H:6]1[CH2:11][C@@H:10]([C:12]2[O:16][NH:15][C:14](=[O:17])[CH:13]=2)[CH2:9][CH2:8][NH:7]1. The yield is 0.280. (3) The reactants are CC([C:5]1[N:6]=[C:7]([C:35]2[CH:36]=[C:37]3[C:42](=[CH:43][CH:44]=2)[CH:41]=[N:40][CH:39]=[CH:38]3)[S:8][C:9]=1[N:10]([CH2:14][C@@H:15]([NH:27]C(OC(C)(C)C)=O)[CH2:16][C:17]1[CH:22]=[CH:21][C:20]([C:23]([F:26])([F:25])[F:24])=[CH:19][CH:18]=1)C(=O)[O-])(C)C.[C:45]([OH:51])([C:47]([F:50])([F:49])[F:48])=[O:46]. No catalyst specified. The product is [F:48][C:47]([F:50])([F:49])[C:45]([OH:51])=[O:46].[NH2:27][C@@H:15]([CH2:16][C:17]1[CH:22]=[CH:21][C:20]([C:23]([F:24])([F:26])[F:25])=[CH:19][CH:18]=1)[CH2:14][NH:10][C:9]1[S:8][C:7]([C:35]2[CH:36]=[C:37]3[C:42](=[CH:43][CH:44]=2)[CH:41]=[N:40][CH:39]=[CH:38]3)=[N:6][CH:5]=1. The yield is 0.640. (4) The product is [CH2:22]([N:8]1[C:9]2[C:5](=[CH:4][C:3]([O:2][CH3:1])=[CH:11][CH:10]=2)[C:6](=[O:13])[C:7]1=[O:12])[C:19]1[CH:20]=[CH:21][CH:16]=[CH:17][CH:18]=1. The catalyst is CN(C=O)C. The yield is 0.810. The reactants are [CH3:1][O:2][C:3]1[CH:4]=[C:5]2[C:9](=[CH:10][CH:11]=1)[NH:8][C:7](=[O:12])[C:6]2=[O:13].[H-].[Na+].[CH:16]1[CH:21]=[CH:20][C:19]([CH2:22]Br)=[CH:18][CH:17]=1.O. (5) The reactants are [CH3:1][O:2][C:3](=[O:32])[C@@H:4]([NH:24][C:25]([O:27]C(C)(C)C)=O)[CH2:5][C:6]1[CH:7]=[C:8]2[C:13](=[CH:14][CH:15]=1)[N:12]=[C:11]([C:16]1[C:21]([Cl:22])=[CH:20][CH:19]=[CH:18][C:17]=1[Cl:23])[CH:10]=[CH:9]2.C(O)(C(F)(F)F)=O.[Cl:40][C:41]1[CH:49]=[N:48][CH:47]=[C:46]([Cl:50])[C:42]=1C(Cl)=O. The catalyst is C(Cl)Cl. The product is [CH3:1][O:2][C:3](=[O:32])[C@@H:4]([NH:24][C:25](=[O:27])[C:42]1[C:41]([Cl:40])=[CH:49][N:48]=[CH:47][C:46]=1[Cl:50])[CH2:5][C:6]1[CH:7]=[C:8]2[C:13](=[CH:14][CH:15]=1)[N:12]=[C:11]([C:16]1[C:17]([Cl:23])=[CH:18][CH:19]=[CH:20][C:21]=1[Cl:22])[CH:10]=[CH:9]2. The yield is 0.750. (6) The reactants are Cl.Cl.[CH3:3][N:4]1[CH:12]=[C:11]2[C:6]([CH:7]=[CH:8][CH:9]=[C:10]2[C@H:13]2[CH2:15][C@@H:14]2[CH2:16][NH2:17])=[N:5]1.C(N(CC)CC)C.[C:25](OC(=O)C)(=[O:27])[CH3:26]. The catalyst is O1CCCC1. The product is [CH3:3][N:4]1[CH:12]=[C:11]2[C:6]([CH:7]=[CH:8][CH:9]=[C:10]2[C@H:13]2[CH2:15][C@@H:14]2[CH2:16][NH:17][C:25](=[O:27])[CH3:26])=[N:5]1. The yield is 0.990.